From a dataset of Catalyst prediction with 721,799 reactions and 888 catalyst types from USPTO. Predict which catalyst facilitates the given reaction. Reactant: C(OC1C=CC([N:15]2[C:23]3[C:18](=[CH:19][CH:20]=[CH:21][CH:22]=3)[CH:17]=[C:16]2[CH2:24][CH2:25][O:26][Si:27]([C:30]([CH3:33])([CH3:32])[CH3:31])([CH3:29])[CH3:28])=CC=1)C1C=CC=CC=1.[Si](OCCC1NC2C(C=1)=CC=CC=2)(C(C)(C)C)(C)C.CN(C)CCN.P([O-])([O-])([O-])=O.[K+].[K+].[K+]. Product: [Si:27]([O:26][CH2:25][CH2:24][C:16]#[C:17][C:18]1[CH:19]=[CH:20][CH:21]=[CH:22][C:23]=1[NH2:15])([C:30]([CH3:32])([CH3:33])[CH3:31])([CH3:29])[CH3:28]. The catalyst class is: 432.